Dataset: Forward reaction prediction with 1.9M reactions from USPTO patents (1976-2016). Task: Predict the product of the given reaction. (1) Given the reactants [Cl:1][C:2]1[CH:7]=[C:6]([CH3:8])[C:5]([N+:9]([O-:11])=[O:10])=[CH:4][N:3]=1.[OH2:12].[OH2:13].[Cr](O[Cr]([O-])(=O)=O)([O-])(=O)=O.[Na+].[Na+], predict the reaction product. The product is: [Cl:1][C:2]1[CH:7]=[C:6]([C:5]([N+:9]([O-:11])=[O:10])=[CH:4][N:3]=1)[C:8]([OH:13])=[O:12]. (2) Given the reactants C1O[C:4]2([CH2:9][CH2:8][CH:7]([C:10]3[CH:11]=[N:12][CH:13]=[CH:14][CH:15]=3)[CH2:6][CH2:5]2)[O:3]C1.Cl, predict the reaction product. The product is: [N:12]1[CH:13]=[CH:14][CH:15]=[C:10]([CH:7]2[CH2:6][CH2:5][C:4](=[O:3])[CH2:9][CH2:8]2)[CH:11]=1. (3) Given the reactants [NH2:1][C:2]1[N:26]=[C:5]2[CH:6]=[CH:7][C:8]([O:10][C:11]3[CH:12]=[CH:13][C:14]([CH3:25])=[C:15]([NH:17][C:18](=[O:24])[O:19][C:20]([CH3:23])([CH3:22])[CH3:21])[CH:16]=3)=[CH:9][N:4]2[N:3]=1.[CH:27]1([C:30](Cl)=[O:31])[CH2:29][CH2:28]1, predict the reaction product. The product is: [CH:27]1([C:30]([NH:1][C:2]2[N:26]=[C:5]3[CH:6]=[CH:7][C:8]([O:10][C:11]4[CH:12]=[CH:13][C:14]([CH3:25])=[C:15]([NH:17][C:18](=[O:24])[O:19][C:20]([CH3:21])([CH3:22])[CH3:23])[CH:16]=4)=[CH:9][N:4]3[N:3]=2)=[O:31])[CH2:29][CH2:28]1. (4) Given the reactants FC(F)(F)C(O)=O.C(OC(=O)[NH:14][CH2:15][C:16]1[O:20][N:19]=[C:18]([C:21]2[CH:26]=[CH:25][N:24]=[CH:23][CH:22]=2)[N:17]=1)(C)(C)C, predict the reaction product. The product is: [N:24]1[CH:23]=[CH:22][C:21]([C:18]2[N:17]=[C:16]([CH2:15][NH2:14])[O:20][N:19]=2)=[CH:26][CH:25]=1. (5) Given the reactants Cl[C:2]1[C:3](=[O:19])[N:4]([CH2:13][CH2:14][O:15][CH2:16][CH2:17][CH3:18])[C:5]2[CH:11]=[C:10]([Cl:12])[N:9]=[CH:8][C:6]=2[N:7]=1.[OH:20][CH2:21][CH2:22][N:23]1[CH2:28][CH2:27][NH:26][CH2:25][CH2:24]1.C(N(CC)CC)C, predict the reaction product. The product is: [Cl:12][C:10]1[N:9]=[CH:8][C:6]2[N:7]=[C:2]([N:26]3[CH2:27][CH2:28][N:23]([CH2:22][CH2:21][OH:20])[CH2:24][CH2:25]3)[C:3](=[O:19])[N:4]([CH2:13][CH2:14][O:15][CH2:16][CH2:17][CH3:18])[C:5]=2[CH:11]=1. (6) Given the reactants C1(O[C:8](=[O:49])[N:9]([C:19]2[CH:24]=[C:23]([O:25][C:26]3[CH:31]=[CH:30][C:29]([NH:32][C:33]([C:35]4([C:38](=[O:47])[NH:39][C:40]5[CH:45]=[CH:44][CH:43]=[CH:42][C:41]=5[F:46])[CH2:37][CH2:36]4)=[O:34])=[C:28]([F:48])[CH:27]=3)[CH:22]=[CH:21][N:20]=2)C(OC2C=CC=CC=2)=O)C=CC=CC=1.[CH3:50][N:51]1[CH2:56][CH2:55][CH:54]([NH:57][CH3:58])[CH2:53][CH2:52]1, predict the reaction product. The product is: [F:48][C:28]1[CH:27]=[C:26]([O:25][C:23]2[CH:22]=[CH:21][N:20]=[C:19]([NH:9][C:8]([N:57]([CH3:58])[CH:54]3[CH2:55][CH2:56][N:51]([CH3:50])[CH2:52][CH2:53]3)=[O:49])[CH:24]=2)[CH:31]=[CH:30][C:29]=1[NH:32][C:33]([C:35]1([C:38]([NH:39][C:40]2[CH:45]=[CH:44][CH:43]=[CH:42][C:41]=2[F:46])=[O:47])[CH2:36][CH2:37]1)=[O:34].